From a dataset of Full USPTO retrosynthesis dataset with 1.9M reactions from patents (1976-2016). Predict the reactants needed to synthesize the given product. (1) Given the product [CH2:1]([C:8]1[CH:13]=[C:12]([B:21]2[O:25][C:24]([CH3:27])([CH3:26])[C:23]([CH3:29])([CH3:28])[O:22]2)[CH:11]=[CH:10][C:9]=1[OH:15])[C:2]1[CH:7]=[CH:6][CH:5]=[CH:4][CH:3]=1, predict the reactants needed to synthesize it. The reactants are: [CH2:1]([C:8]1[CH:13]=[C:12](Br)[CH:11]=[CH:10][C:9]=1[OH:15])[C:2]1[CH:7]=[CH:6][CH:5]=[CH:4][CH:3]=1.C([O-])(=O)C.[K+].[B:21]1([B:21]2[O:25][C:24]([CH3:27])([CH3:26])[C:23]([CH3:29])([CH3:28])[O:22]2)[O:25][C:24]([CH3:27])([CH3:26])[C:23]([CH3:29])([CH3:28])[O:22]1. (2) Given the product [Br:29][C:30]1[N:31]=[C:32]([O:37][CH3:38])[C:33]2[N:34]([C:2]([C:23]3[CH:24]=[CH:25][CH:26]=[CH:27][CH:28]=3)=[C:3]([C:5]3[CH:10]=[CH:9][C:8]([C:11]4([NH:15][C:16](=[O:22])[O:17][C:18]([CH3:20])([CH3:19])[CH3:21])[CH2:14][CH2:13][CH2:12]4)=[CH:7][CH:6]=3)[N:36]=2)[CH:35]=1, predict the reactants needed to synthesize it. The reactants are: Br[CH:2]([C:23]1[CH:28]=[CH:27][CH:26]=[CH:25][CH:24]=1)[C:3]([C:5]1[CH:10]=[CH:9][C:8]([C:11]2([NH:15][C:16](=[O:22])[O:17][C:18]([CH3:21])([CH3:20])[CH3:19])[CH2:14][CH2:13][CH2:12]2)=[CH:7][CH:6]=1)=O.[Br:29][C:30]1[N:31]=[C:32]([O:37][CH3:38])[C:33]([NH2:36])=[N:34][CH:35]=1.C(N(C(C)C)CC)(C)C. (3) Given the product [F:14][C:13]1[C:8]([C:4]2[CH:3]=[C:2]([B:16]([OH:21])[OH:17])[CH:7]=[CH:6][CH:5]=2)=[N:9][CH:10]=[C:11]([F:15])[CH:12]=1, predict the reactants needed to synthesize it. The reactants are: Br[C:2]1[CH:3]=[C:4]([C:8]2[C:13]([F:14])=[CH:12][C:11]([F:15])=[CH:10][N:9]=2)[CH:5]=[CH:6][CH:7]=1.[B:16]1(B2OCC(C)(C)CO2)[O:21]CC(C)(C)C[O:17]1.